Dataset: Catalyst prediction with 721,799 reactions and 888 catalyst types from USPTO. Task: Predict which catalyst facilitates the given reaction. (1) Product: [Cl:1][C:2]1[C:10]([CH2:11][O:12][CH2:13][C:14]([F:17])([F:16])[F:15])=[C:9]([S:18]([CH3:21])(=[O:20])=[O:19])[CH:8]=[CH:7][C:3]=1[C:4]([NH:27][C:23]1[O:22][CH:26]=[CH:25][N:24]=1)=[O:6]. The catalyst class is: 154. Reactant: [Cl:1][C:2]1[C:10]([CH2:11][O:12][CH2:13][C:14]([F:17])([F:16])[F:15])=[C:9]([S:18]([CH3:21])(=[O:20])=[O:19])[CH:8]=[CH:7][C:3]=1[C:4]([OH:6])=O.[O:22]1[CH:26]=[CH:25][N:24]=[C:23]1[NH2:27].C(N(CC)CC)C.C(P1(=O)OP(=O)(CCC)OP(=O)(CCC)O1)CC. (2) Reactant: [C:1]([O:5][C:6]([NH:8][CH2:9][CH:10]=O)=[O:7])([CH3:4])([CH3:3])[CH3:2].[NH2:12][CH2:13][C:14]([O:16][CH2:17][CH3:18])=[O:15]. Product: [CH2:17]([O:16][C:14](=[O:15])[CH2:13][NH:12][CH2:10][CH2:9][NH:8][C:6]([O:5][C:1]([CH3:2])([CH3:3])[CH3:4])=[O:7])[CH3:18]. The catalyst class is: 5. (3) Reactant: [OH:1][CH2:2][C:3]1[C:8]([OH:9])=[CH:7][CH:6]=[C:5]([CH3:10])[N:4]=1.IC.[C:13](=O)([O-])[O-].[K+].[K+].CCOC(C)=O. Product: [CH3:10][C:5]1[N:4]=[C:3]([CH2:2][OH:1])[C:8]([O:9][CH3:13])=[CH:7][CH:6]=1. The catalyst class is: 163. (4) Reactant: C[O:2][C:3](=[O:31])[CH2:4][C:5]1[C:14]([CH3:15])=[C:13]([CH2:16][C:17]2[CH:22]=[CH:21][C:20]([S:23]([C:26]([F:29])([F:28])[F:27])(=[O:25])=[O:24])=[CH:19][CH:18]=2)[C:12]2[C:7](=[CH:8][CH:9]=[C:10]([F:30])[CH:11]=2)[CH:6]=1.O.[OH-].[Li+]. Product: [F:30][C:10]1[CH:11]=[C:12]2[C:7](=[CH:8][CH:9]=1)[CH:6]=[C:5]([CH2:4][C:3]([OH:31])=[O:2])[C:14]([CH3:15])=[C:13]2[CH2:16][C:17]1[CH:22]=[CH:21][C:20]([S:23]([C:26]([F:28])([F:27])[F:29])(=[O:24])=[O:25])=[CH:19][CH:18]=1. The catalyst class is: 30. (5) Reactant: [H-].[Na+].[F:3][C:4]1[CH:5]=[C:6]([CH:20]=[CH:21][C:22]=1[F:23])[O:7][C:8]1[CH:13]=[CH:12][C:11]([CH2:14][OH:15])=[CH:10][C:9]=1[C:16]([F:19])([F:18])[F:17].Cl[C:25]1[CH:26]=[C:27]2[N:34]([CH3:35])[CH2:33][CH2:32][N:28]2[C:29](=[O:31])[N:30]=1. Product: [F:3][C:4]1[CH:5]=[C:6]([CH:20]=[CH:21][C:22]=1[F:23])[O:7][C:8]1[CH:13]=[CH:12][C:11]([CH2:14][O:15][C:25]2[CH:26]=[C:27]3[N:34]([CH3:35])[CH2:33][CH2:32][N:28]3[C:29](=[O:31])[N:30]=2)=[CH:10][C:9]=1[C:16]([F:17])([F:18])[F:19]. The catalyst class is: 1. (6) Reactant: CO.[BH4-].[Na+].[Cl:5][C:6]1[CH:11]=[CH:10][C:9]([C:12]2[C:22]([C:23]([C:25]3[N:30]=[C:29]([C:31]([O:33][CH3:34])=[O:32])[CH:28]=[CH:27][CH:26]=3)=[O:24])=[C:15]3[CH:16]=[CH:17][C:18]([O:20][CH3:21])=[CH:19][N:14]3[N:13]=2)=[CH:8][CH:7]=1.[Cl-].[NH4+]. Product: [Cl:5][C:6]1[CH:11]=[CH:10][C:9]([C:12]2[C:22]([CH:23]([OH:24])[C:25]3[N:30]=[C:29]([C:31]([O:33][CH3:34])=[O:32])[CH:28]=[CH:27][CH:26]=3)=[C:15]3[CH:16]=[CH:17][C:18]([O:20][CH3:21])=[CH:19][N:14]3[N:13]=2)=[CH:8][CH:7]=1. The catalyst class is: 4.